Dataset: Full USPTO retrosynthesis dataset with 1.9M reactions from patents (1976-2016). Task: Predict the reactants needed to synthesize the given product. (1) Given the product [CH:3]1[C:2]2[C:7](=[CH:37][CH:38]=[CH:39][CH:40]=2)[CH:6]=[CH:5][C:4]=1[C:9]1([CH:10]=[O:32])[CH2:18][CH2:17][CH2:16][CH2:15][CH2:14]1, predict the reactants needed to synthesize it. The reactants are: Cl[C:2]1[CH:3]=[C:4]([C:9]23[CH2:18][CH2:17][CH2:16][CH2:15][CH:14]2OCN(C)[CH2:10]3)[CH:5]=[CH:6][C:7]=1Cl.[H-].C([Al+]CC(C)C)C(C)C.CC[O:32]C(C)=O.Cl.[C:37]1(C)C=C[CH:40]=[CH:39][CH:38]=1. (2) Given the product [Cl:25][C:23]1[CH:24]=[C:15]([NH:14][CH2:13][C:11]2[N:10]=[N:9][N:8]([CH:4]3[CH2:5][CH2:6][CH2:7][N:1]([CH3:38])[CH2:2][CH2:3]3)[CH:12]=2)[CH:16]=[C:17]2[C:22]=1[N:21]=[CH:20][C:19]([C:26]#[N:27])=[C:18]2[NH:28][C:29]1[CH:34]=[CH:33][C:32]([F:35])=[C:31]([Cl:36])[CH:30]=1, predict the reactants needed to synthesize it. The reactants are: [NH:1]1[CH2:7][CH2:6][CH2:5][CH:4]([N:8]2[CH:12]=[C:11]([CH2:13][NH:14][C:15]3[CH:16]=[C:17]4[C:22](=[C:23]([Cl:25])[CH:24]=3)[N:21]=[CH:20][C:19]([C:26]#[N:27])=[C:18]4[NH:28][C:29]3[CH:34]=[CH:33][C:32]([F:35])=[C:31]([Cl:36])[CH:30]=3)[N:10]=[N:9]2)[CH2:3][CH2:2]1.Cl[CH:38](Cl)C.C=O.C(O[BH-](OC(=O)C)OC(=O)C)(=O)C.[Na+]. (3) Given the product [NH2:7][CH2:8][CH2:9][NH:10][C:11]([C:13]1[CH:22]=[CH:21][C:20]2[C:15](=[C:16]([C:23]3[CH:34]=[CH:33][C:26]4[N:27]([CH3:32])[S:28](=[O:30])(=[O:31])[CH2:29][C:25]=4[CH:24]=3)[CH:17]=[N:18][CH:19]=2)[N:14]=1)=[O:12], predict the reactants needed to synthesize it. The reactants are: C(OC(=O)[NH:7][CH2:8][CH2:9][NH:10][C:11]([C:13]1[CH:22]=[CH:21][C:20]2[C:15](=[C:16]([C:23]3[CH:34]=[CH:33][C:26]4[N:27]([CH3:32])[S:28](=[O:31])(=[O:30])[CH2:29][C:25]=4[CH:24]=3)[CH:17]=[N:18][CH:19]=2)[N:14]=1)=[O:12])(C)(C)C.Cl.O1CCOCC1. (4) Given the product [OH:6][C@H:3]1[CH2:4][CH2:5][N:1]([C:17](=[O:20])[CH2:18][CH3:19])[CH2:2]1, predict the reactants needed to synthesize it. The reactants are: [NH:1]1[CH2:5][CH2:4][C@H:3]([OH:6])[CH2:2]1.C(N(CC)CC)C.C(Cl)Cl.[C:17](Cl)(=[O:20])[CH2:18][CH3:19]. (5) Given the product [F:1][C:2]1([F:36])[CH2:8][N:7]([CH2:9][CH2:10][CH2:11][C:12]2[CH:13]=[CH:14][CH:15]=[CH:16][CH:17]=2)[C:6]2[N:18]=[C:19]([NH:22][C:23]3[CH:31]=[CH:30][C:26]([C:27]([NH2:39])=[O:28])=[CH:25][C:24]=3[O:32][CH3:33])[N:20]=[CH:21][C:5]=2[N:4]([CH3:34])[C:3]1=[O:35], predict the reactants needed to synthesize it. The reactants are: [F:1][C:2]1([F:36])[CH2:8][N:7]([CH2:9][CH2:10][CH2:11][C:12]2[CH:17]=[CH:16][CH:15]=[CH:14][CH:13]=2)[C:6]2[N:18]=[C:19]([NH:22][C:23]3[CH:31]=[CH:30][C:26]([C:27](O)=[O:28])=[CH:25][C:24]=3[O:32][CH3:33])[N:20]=[CH:21][C:5]=2[N:4]([CH3:34])[C:3]1=[O:35].C([N:39](C(C)C)C(C)C)C.[Cl-].[NH4+]. (6) Given the product [Cl:1][C:2]1[CH:7]=[CH:6][C:5]([C:8]2[N:12]=[C:11]([CH2:13][O:14][C:15]3[C:16]([F:24])=[C:17]([C:20]([F:23])=[CH:21][CH:22]=3)[C:18]([NH:26][OH:27])=[NH:19])[S:10][N:9]=2)=[CH:4][CH:3]=1, predict the reactants needed to synthesize it. The reactants are: [Cl:1][C:2]1[CH:7]=[CH:6][C:5]([C:8]2[N:12]=[C:11]([CH2:13][O:14][C:15]3[C:16]([F:24])=[C:17]([C:20]([F:23])=[CH:21][CH:22]=3)[C:18]#[N:19])[S:10][N:9]=2)=[CH:4][CH:3]=1.Cl.[NH2:26][OH:27].[OH-].[Na+]. (7) Given the product [Cl:1][C:2]1[CH:7]=[CH:6][C:5]([C:8]2[C:9]([O:17][CH2:18][C:19]([F:21])([F:22])[F:20])=[N:10][CH:11]=[C:12]([CH:16]=2)[C:13]([NH:30][CH2:29][C:27]2[O:26][N:25]=[C:24]([CH3:23])[N:28]=2)=[O:14])=[CH:4][CH:3]=1, predict the reactants needed to synthesize it. The reactants are: [Cl:1][C:2]1[CH:7]=[CH:6][C:5]([C:8]2[C:9]([O:17][CH2:18][C:19]([F:22])([F:21])[F:20])=[N:10][CH:11]=[C:12]([CH:16]=2)[C:13](O)=[O:14])=[CH:4][CH:3]=1.[CH3:23][C:24]1[N:28]=[C:27]([CH2:29][NH2:30])[O:26][N:25]=1.